This data is from Forward reaction prediction with 1.9M reactions from USPTO patents (1976-2016). The task is: Predict the product of the given reaction. (1) Given the reactants [F:1][C:2]1[CH:3]=[C:4]([CH:6]=[CH:7][CH:8]=1)[NH2:5].[CH3:9][O-].[Na+].C[O:13]/[CH:14]=[CH:15]/[C:16]([O:18][CH3:19])=[O:17].[NH4+].[Cl-], predict the reaction product. The product is: [F:1][C:2]1[CH:3]=[C:4]([NH:5][C:14](=[O:13])[CH2:15][CH:16]([O:18][CH3:19])[O:17][CH3:9])[CH:6]=[CH:7][CH:8]=1. (2) Given the reactants [NH:1]1[CH2:6][CH2:5][C:4](=[O:7])[CH2:3][CH2:2]1.C([O-])([O-])=O.[K+].[K+].Br[CH2:15][C:16]1[CH:21]=[CH:20][C:19]([F:22])=[CH:18][CH:17]=1, predict the reaction product. The product is: [F:22][C:19]1[CH:20]=[CH:21][C:16]([CH2:15][N:1]2[CH2:6][CH2:5][C:4](=[O:7])[CH2:3][CH2:2]2)=[CH:17][CH:18]=1. (3) Given the reactants [CH:1]1([O:7][CH2:8][C@@H:9]2[CH2:14][C@H:13]([C:15]3[O:19][NH:18][C:17](=[O:20])[CH:16]=3)[CH2:12][CH2:11][N:10]2C(OC)=O)[CH2:6][CH2:5][CH2:4][CH2:3][CH2:2]1.Br, predict the reaction product. The product is: [CH:1]1([O:7][CH2:8][C@@H:9]2[CH2:14][C@H:13]([C:15]3[O:19][NH:18][C:17](=[O:20])[CH:16]=3)[CH2:12][CH2:11][NH:10]2)[CH2:6][CH2:5][CH2:4][CH2:3][CH2:2]1. (4) Given the reactants Cl.[C:2]([O:5][CH2:6][C:7](=[NH:10])[O:8][CH3:9])(=[O:4])[CH3:3].[C:11](Cl)(=[O:15])[O:12][CH2:13][CH3:14].C(N(CC)CC)C, predict the reaction product. The product is: [C:2]([O:5][CH2:6][C:7](=[N:10][C:11]([O:12][CH2:13][CH3:14])=[O:15])[O:8][CH3:9])(=[O:4])[CH3:3]. (5) Given the reactants Cl[C:2]1[CH:27]=[CH:26][C:5]([C:6]([NH:8][C:9]2[S:10][C:11]3[C:17]([N:18]4[CH2:23][CH2:22][O:21][CH2:20][CH2:19]4)=[CH:16][CH:15]=[C:14]([O:24][CH3:25])[C:12]=3[N:13]=2)=[O:7])=[CH:4][N:3]=1.C(=O)([O-])[O-].[Cs+].[Cs+].[CH3:34][O:35][CH2:36][CH2:37][NH2:38], predict the reaction product. The product is: [CH3:34][O:35][CH2:36][CH2:37][NH:38][C:2]1[CH:27]=[CH:26][C:5]([C:6]([NH:8][C:9]2[S:10][C:11]3[C:17]([N:18]4[CH2:19][CH2:20][O:21][CH2:22][CH2:23]4)=[CH:16][CH:15]=[C:14]([O:24][CH3:25])[C:12]=3[N:13]=2)=[O:7])=[CH:4][N:3]=1.